Dataset: Reaction yield outcomes from USPTO patents with 853,638 reactions. Task: Predict the reaction yield, written as a fraction of the theoretical maximum amount of product (1.0 means a 100% yield; for example, 0.34 means a 34% yield). The catalyst is CC#N.CCOC(C)=O. The product is [CH3:36][C@@H:35]1[N:31]([C:29]([O:28][C:24]([CH3:25])([CH3:27])[CH3:26])=[O:30])[C@H:32]([C:37]([O:39][CH2:2][C:3](=[O:4])[C:5]2[CH:6]=[CH:7][C:8]3[C:17]4[CH:16]=[C:15]5[CH2:18][CH2:19][CH2:20][C:21](=[O:22])[C:14]5=[CH:13][C:12]=4[O:11][CH2:10][C:9]=3[CH:23]=2)=[O:38])[CH2:33][CH2:34]1. The yield is 0.650. The reactants are Br[CH2:2][C:3]([C:5]1[CH:6]=[CH:7][C:8]2[C:17]3[CH:16]=[C:15]4[CH2:18][CH2:19][CH2:20][C:21](=[O:22])[C:14]4=[CH:13][C:12]=3[O:11][CH2:10][C:9]=2[CH:23]=1)=[O:4].[C:24]([O:28][C:29]([N:31]1[C@@H:35]([CH3:36])[CH2:34][CH2:33][C@H:32]1[C:37]([OH:39])=[O:38])=[O:30])([CH3:27])([CH3:26])[CH3:25].C(N(CC)CC)C.